From a dataset of Peptide-MHC class II binding affinity with 134,281 pairs from IEDB. Regression. Given a peptide amino acid sequence and an MHC pseudo amino acid sequence, predict their binding affinity value. This is MHC class II binding data. (1) The peptide sequence is WGAIWRIDTPDKLTG. The MHC is DRB1_1302 with pseudo-sequence DRB1_1302. The binding affinity (normalized) is 0.638. (2) The peptide sequence is GLSGEPKGGAESSSK. The MHC is HLA-DQA10102-DQB10602 with pseudo-sequence HLA-DQA10102-DQB10602. The binding affinity (normalized) is 0.277. (3) The peptide sequence is ASIAARGYISTRVGM. The MHC is DRB3_0101 with pseudo-sequence DRB3_0101. The binding affinity (normalized) is 0.0901. (4) The peptide sequence is DKLKQQRDTLSTQKET. The MHC is DRB1_1501 with pseudo-sequence DRB1_1501. The binding affinity (normalized) is 0.201. (5) The peptide sequence is LWDIPTPKIIEECEH. The MHC is DRB5_0101 with pseudo-sequence DRB5_0101. The binding affinity (normalized) is 0. (6) The peptide sequence is QITKIQNFRVYYRDSRDPIW. The MHC is HLA-DQA10301-DQB10301 with pseudo-sequence HLA-DQA10301-DQB10301. The binding affinity (normalized) is 0.191. (7) The peptide sequence is ETAYFILKLAGRWPVKVI. The MHC is HLA-DQA10102-DQB10602 with pseudo-sequence HLA-DQA10102-DQB10602. The binding affinity (normalized) is 0.469.